This data is from Catalyst prediction with 721,799 reactions and 888 catalyst types from USPTO. The task is: Predict which catalyst facilitates the given reaction. (1) Reactant: [Br:1][C:2]1[C:7]([F:8])=[CH:6][CH:5]=[C:4]([CH3:9])[N:3]=1.[OH2:10].[Mn]([O-])(=O)(=O)=[O:12].[K+]. Product: [Br:1][C:2]1[N:3]=[C:4]([C:9]([OH:12])=[O:10])[CH:5]=[CH:6][C:7]=1[F:8]. The catalyst class is: 17. (2) Reactant: [C:1]([C:3]1[C:4](=O)[CH:5]=[C:6]([CH:22]2[CH2:27][CH2:26][N:25]([C:28]([O:30][CH2:31][C:32]3[CH:37]=[CH:36][CH:35]=[CH:34][CH:33]=3)=[O:29])[CH2:24][CH2:23]2)[NH:7][C:8]=1[C:9]1[CH:14]=[CH:13][C:12]([O:15][C:16]2[CH:21]=[CH:20][CH:19]=[CH:18][CH:17]=2)=[CH:11][CH:10]=1)#[N:2].P(Cl)(Cl)([Cl:41])=O. Product: [Cl:41][C:4]1[C:3]([C:1]#[N:2])=[C:8]([C:9]2[CH:14]=[CH:13][C:12]([O:15][C:16]3[CH:21]=[CH:20][CH:19]=[CH:18][CH:17]=3)=[CH:11][CH:10]=2)[N:7]=[C:6]([CH:22]2[CH2:27][CH2:26][N:25]([C:28]([O:30][CH2:31][C:32]3[CH:37]=[CH:36][CH:35]=[CH:34][CH:33]=3)=[O:29])[CH2:24][CH2:23]2)[CH:5]=1. The catalyst class is: 9.